The task is: Predict the reaction yield, written as a fraction of the theoretical maximum amount of product (1.0 means a 100% yield; for example, 0.34 means a 34% yield).. This data is from Reaction yield outcomes from USPTO patents with 853,638 reactions. (1) The product is [CH3:1][O:2][C:3](=[O:27])[NH:4][CH:5]([C:9]([N:11]1[CH2:15][CH2:14][CH2:13][CH:12]1[CH2:16][NH:17][C:18]([C:19]1[CH:24]=[CH:23][C:22]([C:51]2[CH:52]=[CH:53][C:48]([C:45]3[NH:44][C:43]([CH:39]4[CH2:40][CH2:41][CH2:42][N:38]4[C:36](=[O:37])[CH:32]([NH:31][C:30]([O:29][CH3:28])=[O:63])[CH:33]([CH3:35])[CH3:34])=[N:47][CH:46]=3)=[CH:49][CH:50]=2)=[CH:21][CH:20]=1)=[O:26])=[O:10])[CH:6]([CH3:8])[CH3:7]. The yield is 0.150. The reactants are [CH3:1][O:2][C:3](=[O:27])[NH:4][CH:5]([C:9]([N:11]1[CH2:15][CH2:14][CH2:13][CH:12]1[CH2:16][NH:17][C:18](=[O:26])[C:19]1[CH:24]=[CH:23][C:22](Br)=[CH:21][CH:20]=1)=[O:10])[CH:6]([CH3:8])[CH3:7].[CH3:28][O:29][C:30](=[O:63])[NH:31][CH:32]([C:36]([N:38]1[CH2:42][CH2:41][CH2:40][CH:39]1[C:43]1[NH:44][C:45]([C:48]2[CH:53]=[CH:52][C:51](B3OC(C)(C)C(C)(C)O3)=[CH:50][CH:49]=2)=[CH:46][N:47]=1)=[O:37])[CH:33]([CH3:35])[CH3:34].[O-]P([O-])([O-])=O.[K+].[K+].[K+].N#N. The catalyst is COCCOC.C1C=CC([P]([Pd]([P](C2C=CC=CC=2)(C2C=CC=CC=2)C2C=CC=CC=2)([P](C2C=CC=CC=2)(C2C=CC=CC=2)C2C=CC=CC=2)[P](C2C=CC=CC=2)(C2C=CC=CC=2)C2C=CC=CC=2)(C2C=CC=CC=2)C2C=CC=CC=2)=CC=1. (2) The reactants are [NH2:1][C:2]1[C:3]2[C:4]3[C:5](=[N:17][N:18]([CH2:20][C:21]4[C:26]([Cl:27])=[C:25]([O:28][CH3:29])[C:24]([CH3:30])=[CH:23][N:22]=4)[N:19]=2)[CH:6]=[C:7]([CH2:12][C:13]([NH:15][CH3:16])=[O:14])[C:8]=3[CH2:9][S:10][N:11]=1.Cl. The catalyst is C(O)C. The product is [ClH:27].[NH2:1][C:2]1[C:3]2[C:4]3[C:5](=[N:17][N:18]([CH2:20][C:21]4[C:26]([Cl:27])=[C:25]([O:28][CH3:29])[C:24]([CH3:30])=[CH:23][N:22]=4)[N:19]=2)[CH:6]=[C:7]([CH2:12][C:13]([NH:15][CH3:16])=[O:14])[C:8]=3[CH2:9][S:10][N:11]=1. The yield is 0.950. (3) The reactants are [NH:1]1[CH2:6][CH2:5][O:4][CH2:3][CH2:2]1.[F:7][C:8]1[CH:13]=[CH:12][CH:11]=[CH:10][C:9]=1[C:14]1[C:19]([C:20]([O:22][CH2:23][CH3:24])=[O:21])=[C:18]([CH3:25])[NH:17][C:16](=O)[N:15]=1.C1CN([P+](Br)(N2CCCC2)N2CCCC2)CC1.F[P-](F)(F)(F)(F)F.C(N(CC)CC)C. The catalyst is O1CCOCC1.CCOC(C)=O. The product is [CH2:23]([O:22][C:20]([C:19]1[C:14]([C:9]2[CH:10]=[CH:11][CH:12]=[CH:13][C:8]=2[F:7])=[N:15][C:16]([N:1]2[CH2:6][CH2:5][O:4][CH2:3][CH2:2]2)=[N:17][C:18]=1[CH3:25])=[O:21])[CH3:24]. The yield is 0.640. (4) The reactants are CS(C)=O.[Cl-].[CH3:6][C:7]1[N:12]2[N:13]=[C:14]([CH2:16][OH:17])[N:15]=[C:11]2[N:10]=[C:9]2[CH2:18][CH2:19][CH2:20][C:8]=12.C(N(CC)CC)C. The catalyst is ClCCl.O. The product is [CH3:6][C:7]1[N:12]2[N:13]=[C:14]([CH:16]=[O:17])[N:15]=[C:11]2[N:10]=[C:9]2[CH2:18][CH2:19][CH2:20][C:8]=12. The yield is 0.890. (5) The reactants are [F:1][C:2]1[CH:7]=[CH:6][C:5]([CH2:8][O:9][C:10]2[N:14]([C:15]3[CH:20]=[C:19]([C:21]#[N:22])[CH:18]=[CH:17][N:16]=3)[N:13]=[CH:12][C:11]=2[CH2:23][CH2:24][OH:25])=[CH:4][CH:3]=1.CCN(CC)CC.[CH3:33][S:34](Cl)(=[O:36])=[O:35].O. The catalyst is C(Cl)Cl. The product is [CH3:33][S:34]([O:25][CH2:24][CH2:23][C:11]1[CH:12]=[N:13][N:14]([C:15]2[CH:20]=[C:19]([C:21]#[N:22])[CH:18]=[CH:17][N:16]=2)[C:10]=1[O:9][CH2:8][C:5]1[CH:6]=[CH:7][C:2]([F:1])=[CH:3][CH:4]=1)(=[O:36])=[O:35]. The yield is 0.870. (6) The reactants are [CH3:1][O:2][C:3](=[O:18])[C@H:4](Br)[CH2:5][CH2:6][C:7]([O:9][CH2:10][C:11]1[CH:16]=[CH:15][CH:14]=[CH:13][CH:12]=1)=[O:8].[C:19]1([OH:29])[C:28]2[C:23](=[CH:24][CH:25]=[CH:26][CH:27]=2)[CH:22]=[CH:21][CH:20]=1.C([O-])([O-])=O.[K+].[K+]. The catalyst is CN(C)C=O. The product is [CH3:1][O:2][C:3](=[O:18])[C@@H:4]([O:29][C:19]1[C:28]2[C:23](=[CH:24][CH:25]=[CH:26][CH:27]=2)[CH:22]=[CH:21][CH:20]=1)[CH2:5][CH2:6][C:7]([O:9][CH2:10][C:11]1[CH:16]=[CH:15][CH:14]=[CH:13][CH:12]=1)=[O:8]. The yield is 0.920. (7) The reactants are [CH3:1][C:2]1[CH:18]=[CH:17][C:5](/[CH:6]=[CH:7]/[C:8]2[S:9][CH:10]=[CH:11][C:12]=2[S:13](Cl)(=[O:15])=[O:14])=[CH:4][CH:3]=1.[NH2:19][C:20]1[O:24][N:23]=[C:22]([CH3:25])[C:21]=1[Br:26]. The yield is 0.340. The product is [Br:26][C:21]1[C:22]([CH3:25])=[N:23][O:24][C:20]=1[NH:19][S:13]([C:12]1[CH:11]=[CH:10][S:9][C:8]=1/[CH:7]=[CH:6]/[C:5]1[CH:17]=[CH:18][C:2]([CH3:1])=[CH:3][CH:4]=1)(=[O:15])=[O:14]. No catalyst specified. (8) The reactants are [Cl:1][C:2]1[CH:7]=[CH:6][C:5]([CH:8]([OH:37])[C:9]2[N:10]=[C:11]([C:27]3[CH:32]=[CH:31][N:30]=[C:29]([NH:33][C:34](=[O:36])[CH3:35])[CH:28]=3)[S:12][C:13]=2[C:14]2[N:15](COCC[Si](C)(C)C)[CH:16]=[CH:17][N:18]=2)=[CH:4][CH:3]=1.FC(F)(F)C(O)=O. The catalyst is C(Cl)Cl. The product is [Cl:1][C:2]1[CH:7]=[CH:6][C:5]([CH:8]([OH:37])[C:9]2[N:10]=[C:11]([C:27]3[CH:32]=[CH:31][N:30]=[C:29]([NH:33][C:34](=[O:36])[CH3:35])[CH:28]=3)[S:12][C:13]=2[C:14]2[NH:18][CH:17]=[CH:16][N:15]=2)=[CH:4][CH:3]=1. The yield is 0.500.